Dataset: NCI-60 drug combinations with 297,098 pairs across 59 cell lines. Task: Regression. Given two drug SMILES strings and cell line genomic features, predict the synergy score measuring deviation from expected non-interaction effect. (1) Cell line: SR. Synergy scores: CSS=48.8, Synergy_ZIP=0.0169, Synergy_Bliss=-0.772, Synergy_Loewe=-10.1, Synergy_HSA=2.14. Drug 2: CCC1=C2CN3C(=CC4=C(C3=O)COC(=O)C4(CC)O)C2=NC5=C1C=C(C=C5)O. Drug 1: CC1CCC2CC(C(=CC=CC=CC(CC(C(=O)C(C(C(=CC(C(=O)CC(OC(=O)C3CCCCN3C(=O)C(=O)C1(O2)O)C(C)CC4CCC(C(C4)OC)O)C)C)O)OC)C)C)C)OC. (2) Drug 1: CNC(=O)C1=CC=CC=C1SC2=CC3=C(C=C2)C(=NN3)C=CC4=CC=CC=N4. Drug 2: CC1=CC=C(C=C1)C2=CC(=NN2C3=CC=C(C=C3)S(=O)(=O)N)C(F)(F)F. Cell line: M14. Synergy scores: CSS=-3.93, Synergy_ZIP=2.91, Synergy_Bliss=2.24, Synergy_Loewe=-1.16, Synergy_HSA=-2.06. (3) Drug 1: CC=C1C(=O)NC(C(=O)OC2CC(=O)NC(C(=O)NC(CSSCCC=C2)C(=O)N1)C(C)C)C(C)C. Drug 2: CC1=C(C(=O)C2=C(C1=O)N3CC4C(C3(C2COC(=O)N)OC)N4)N. Cell line: M14. Synergy scores: CSS=83.2, Synergy_ZIP=3.13, Synergy_Bliss=2.16, Synergy_Loewe=5.57, Synergy_HSA=7.44. (4) Drug 1: C1CC(=O)NC(=O)C1N2CC3=C(C2=O)C=CC=C3N. Drug 2: CS(=O)(=O)CCNCC1=CC=C(O1)C2=CC3=C(C=C2)N=CN=C3NC4=CC(=C(C=C4)OCC5=CC(=CC=C5)F)Cl. Cell line: SK-MEL-5. Synergy scores: CSS=-4.80, Synergy_ZIP=3.50, Synergy_Bliss=4.17, Synergy_Loewe=-2.89, Synergy_HSA=-3.30. (5) Drug 1: CC(CN1CC(=O)NC(=O)C1)N2CC(=O)NC(=O)C2. Drug 2: C1CN(P(=O)(OC1)NCCCl)CCCl. Cell line: M14. Synergy scores: CSS=5.36, Synergy_ZIP=0.648, Synergy_Bliss=3.02, Synergy_Loewe=-3.67, Synergy_HSA=0.888. (6) Drug 1: CN1C2=C(C=C(C=C2)N(CCCl)CCCl)N=C1CCCC(=O)O.Cl. Drug 2: CCCCCOC(=O)NC1=NC(=O)N(C=C1F)C2C(C(C(O2)C)O)O. Cell line: OVCAR-5. Synergy scores: CSS=28.2, Synergy_ZIP=-2.00, Synergy_Bliss=-0.629, Synergy_Loewe=-20.9, Synergy_HSA=-1.97.